This data is from NCI-60 drug combinations with 297,098 pairs across 59 cell lines. The task is: Regression. Given two drug SMILES strings and cell line genomic features, predict the synergy score measuring deviation from expected non-interaction effect. (1) Drug 1: C1=NC2=C(N1)C(=S)N=C(N2)N. Drug 2: C1=CN(C(=O)N=C1N)C2C(C(C(O2)CO)O)O.Cl. Cell line: T-47D. Synergy scores: CSS=13.5, Synergy_ZIP=-7.62, Synergy_Bliss=-5.33, Synergy_Loewe=-6.05, Synergy_HSA=-5.86. (2) Drug 1: C1=C(C(=O)NC(=O)N1)N(CCCl)CCCl. Drug 2: C1CCC(C(C1)N)N.C(=O)(C(=O)[O-])[O-].[Pt+4]. Cell line: EKVX. Synergy scores: CSS=13.1, Synergy_ZIP=-5.09, Synergy_Bliss=0.640, Synergy_Loewe=1.48, Synergy_HSA=1.56. (3) Drug 1: CN(CC1=CN=C2C(=N1)C(=NC(=N2)N)N)C3=CC=C(C=C3)C(=O)NC(CCC(=O)O)C(=O)O. Drug 2: CCC1=C2N=C(C=C(N2N=C1)NCC3=C[N+](=CC=C3)[O-])N4CCCCC4CCO. Cell line: SK-OV-3. Synergy scores: CSS=20.7, Synergy_ZIP=1.36, Synergy_Bliss=4.63, Synergy_Loewe=-18.3, Synergy_HSA=1.41.